Dataset: Forward reaction prediction with 1.9M reactions from USPTO patents (1976-2016). Task: Predict the product of the given reaction. Given the reactants [CH2:1]([N:4]1[CH2:9][CH2:8][CH:7]([O:10][C:11]2[CH:25]=[CH:24][C:14]3[NH:15][C:16](=[O:23])[C:17]4[CH:18]=[CH:19][CH:20]=[N:21][C:22]=4[C:13]=3[CH:12]=2)[CH2:6][CH2:5]1)[CH2:2][CH3:3], predict the reaction product. The product is: [CH2:1]([N:4]1[CH2:9][CH2:8][CH:7]([O:10][C:11]2[CH:25]=[CH:24][C:14]3[NH:15][C:16](=[O:23])[C:17]4[CH2:18][CH2:19][CH2:20][NH:21][C:22]=4[C:13]=3[CH:12]=2)[CH2:6][CH2:5]1)[CH2:2][CH3:3].